Dataset: Forward reaction prediction with 1.9M reactions from USPTO patents (1976-2016). Task: Predict the product of the given reaction. Given the reactants [Cl:1][C:2]1[CH:7]=[C:6]([O:8][C:9]2[CH:14]=[CH:13][CH:12]=[C:11]([C:15](=[O:23])[NH:16][C:17]3[CH:21]=[CH:20][N:19]([CH3:22])[N:18]=3)[CH:10]=2)[CH:5]=[CH:4][C:3]=1[C:24]1[N:28]=[C:27]([C:29]([O:31]CC)=O)[O:26][N:25]=1.[CH3:34][N:35]1C(=O)CC[CH2:36]1.CNC.C1COCC1, predict the reaction product. The product is: [Cl:1][C:2]1[CH:7]=[C:6]([O:8][C:9]2[CH:14]=[CH:13][CH:12]=[C:11]([C:15](=[O:23])[NH:16][C:17]3[CH:21]=[CH:20][N:19]([CH3:22])[N:18]=3)[CH:10]=2)[CH:5]=[CH:4][C:3]=1[C:24]1[N:28]=[C:27]([C:29]([N:35]([CH3:36])[CH3:34])=[O:31])[O:26][N:25]=1.